From a dataset of Reaction yield outcomes from USPTO patents with 853,638 reactions. Predict the reaction yield, written as a fraction of the theoretical maximum amount of product (1.0 means a 100% yield; for example, 0.34 means a 34% yield). (1) The reactants are [CH2:1]([O:8][C@:9]1([CH:33]=[CH2:34])[C@@H:13]([CH2:14][O:15][CH2:16][C:17]2[CH:22]=[CH:21][CH:20]=[CH:19][CH:18]=2)[O:12][C@@H:11]([N:23]2[CH:31]=[C:29]([CH3:30])[C:27](=[O:28])[NH:26][C:24]2=[O:25])[C@@H:10]1[OH:32])[C:2]1[CH:7]=[CH:6][CH:5]=[CH:4][CH:3]=1.[CH3:35][S:36](Cl)(=[O:38])=[O:37]. The catalyst is N1C=CC=CC=1. The product is [CH2:1]([O:8][C@:9]1([CH:33]=[CH2:34])[C@@H:13]([CH2:14][O:15][CH2:16][C:17]2[CH:22]=[CH:21][CH:20]=[CH:19][CH:18]=2)[O:12][C@@H:11]([N:23]2[CH:31]=[C:29]([CH3:30])[C:27](=[O:28])[NH:26][C:24]2=[O:25])[C@@H:10]1[O:32][S:36]([CH3:35])(=[O:38])=[O:37])[C:2]1[CH:3]=[CH:4][CH:5]=[CH:6][CH:7]=1. The yield is 0.840. (2) The reactants are Br[C:2]1[C:7]([O:8][CH3:9])=[CH:6][C:5]([CH:10]=[CH:11][C:12]2[CH:17]=[CH:16][CH:15]=[CH:14][CH:13]=2)=[CH:4][C:3]=1[O:18][CH3:19].[CH2:20](I)[CH3:21].O. The catalyst is C1COCC1. The product is [CH3:19][O:18][C:3]1[CH:4]=[C:5]([CH:10]=[CH:11][C:12]2[CH:17]=[CH:16][CH:15]=[CH:14][CH:13]=2)[CH:6]=[C:7]([O:8][CH3:9])[C:2]=1[CH2:20][CH3:21]. The yield is 0.700. (3) The reactants are [NH2:1][C:2]1[C:3]([CH3:17])=[C:4]([NH:9][C:10](=[O:16])[CH2:11][C:12]([CH3:15])([CH3:14])[CH3:13])[C:5]([CH3:8])=[CH:6][CH:7]=1.[F:18][C:19]([F:29])([F:28])[C:20]1[CH:27]=[CH:26][C:23]([CH:24]=O)=[CH:22][CH:21]=1.[BH4-].[Na+].CO. The catalyst is C1COCC1. The product is [CH3:17][C:3]1[C:2]([NH:1][CH2:24][C:23]2[CH:22]=[CH:21][C:20]([C:19]([F:18])([F:28])[F:29])=[CH:27][CH:26]=2)=[CH:7][CH:6]=[C:5]([CH3:8])[C:4]=1[NH:9][C:10](=[O:16])[CH2:11][C:12]([CH3:13])([CH3:14])[CH3:15]. The yield is 0.280. (4) The reactants are [F:1][C:2]([F:21])([F:20])[C:3]([NH:5][C:6]1[CH:11]=[C:10]([C:12]([F:15])([F:14])[F:13])[CH:9]=[C:8]([CH2:16][CH2:17][CH2:18][OH:19])[CH:7]=1)=[O:4].NC1C=CC=CC=1.CC(OI1(OC(C)=O)(OC(C)=O)OC(=O)C2C=CC=CC1=2)=O. The catalyst is ClCCl. The product is [F:1][C:2]([F:20])([F:21])[C:3]([NH:5][C:6]1[CH:11]=[C:10]([C:12]([F:13])([F:15])[F:14])[CH:9]=[C:8]([CH2:16][CH2:17][CH:18]=[O:19])[CH:7]=1)=[O:4]. The yield is 0.420. (5) The reactants are [C:1]([C:4]1[CH:5]=[C:6]([Cl:21])[C:7]([CH3:20])=[C:8]([C:18]#N)[C:9]=1[C:10]1[CH:15]=[C:14]([F:16])[CH:13]=[C:12]([F:17])[CH:11]=1)(=[O:3])[CH3:2].[H-].C([Al+]CC(C)C)C(C)C.CCCCCC.Cl.[OH2:39]. The yield is 0.970. The catalyst is C(Cl)Cl. The product is [Cl:21][C:6]1[C:7]([CH3:20])=[C:8]([CH:18]=[O:39])[C:9]([C:10]2[CH:15]=[C:14]([F:16])[CH:13]=[C:12]([F:17])[CH:11]=2)=[C:4]([CH:1]([OH:3])[CH3:2])[CH:5]=1.